From a dataset of Kir2.1 potassium channel HTS with 301,493 compounds. Binary Classification. Given a drug SMILES string, predict its activity (active/inactive) in a high-throughput screening assay against a specified biological target. (1) The compound is Clc1ccc(NC(=O)Nc2scc(S(=O)(=O)C(C)C)c2)cc1. The result is 0 (inactive). (2) The drug is s1c(/C=C\C(=O)N(CCC)CC(=O)Nc2c(cccc2)C)ccc1. The result is 0 (inactive). (3) The compound is O1C(COc2c1cccc2)C(=O)N\N=C/C=C\c1cc2OCOc2cc1. The result is 0 (inactive). (4) The compound is S(=O)(=O)(NC(=O)C)c1ccc(NC(=S)NC(=O)COc2c(cccc2)C)cc1. The result is 0 (inactive). (5) The molecule is Brc1cc(C(=O)c2cc(F)c(N3CCN(CC3)C(=O)c3ccc(F)cc3)cc2)ccc1OC. The result is 0 (inactive). (6) The molecule is Clc1cc(C2=NN(C(C2c2c(OC)cccc2)C(=O)N2CCOC2=O)c2ccccc2)ccc1. The result is 0 (inactive). (7) The drug is S(=O)(=O)(N1CCCCC1)c1cc(NC(=O)CC(c2ccccc2)C)c(N2CCN(CC2)CC)cc1. The result is 0 (inactive).